The task is: Predict the reaction yield, written as a fraction of the theoretical maximum amount of product (1.0 means a 100% yield; for example, 0.34 means a 34% yield).. This data is from Reaction yield outcomes from USPTO patents with 853,638 reactions. (1) The reactants are [NH2:1][C:2]1[CH:9]=[CH:8][C:7](Br)=[CH:6][C:3]=1[C:4]#[N:5].[Cl:11][C:12]1[CH:17]=[CH:16][C:15](B(O)O)=[CH:14][CH:13]=1.C(=O)([O-])[O-].[K+].[K+].C(COC)OC. The catalyst is O. The product is [NH2:1][C:2]1[CH:9]=[CH:8][C:7]([C:15]2[CH:16]=[CH:17][C:12]([Cl:11])=[CH:13][CH:14]=2)=[CH:6][C:3]=1[C:4]#[N:5]. The yield is 0.830. (2) The reactants are Cl[C:2]1[C:11]2[C:6](=[CH:7][C:8]([O:14][CH2:15][CH2:16][CH2:17][N:18]3[CH2:23][CH2:22][O:21][CH2:20][CH2:19]3)=[C:9]([O:12][CH3:13])[CH:10]=2)[N:5]=[CH:4][N:3]=1.[OH:24][C:25]1[CH:33]=[C:32]2[C:28]([CH:29]=[CH:30][NH:31]2)=[CH:27][CH:26]=1. No catalyst specified. The product is [NH:31]1[C:32]2[C:28](=[CH:27][CH:26]=[C:25]([O:24][C:2]3[C:11]4[C:6](=[CH:7][C:8]([O:14][CH2:15][CH2:16][CH2:17][N:18]5[CH2:23][CH2:22][O:21][CH2:20][CH2:19]5)=[C:9]([O:12][CH3:13])[CH:10]=4)[N:5]=[CH:4][N:3]=3)[CH:33]=2)[CH:29]=[CH:30]1. The yield is 0.600. (3) The reactants are [Br:1][C:2]1[CH:3]=[C:4]2[C:9](=[CH:10][CH:11]=1)[NH:8][CH2:7][CH:6]([NH:12][S:13]([C:16]1[CH:21]=[CH:20][CH:19]=[CH:18][CH:17]=1)(=[O:15])=[O:14])[CH2:5]2.[C:22]1([S:28](Cl)(=[O:30])=[O:29])[CH:27]=[CH:26][CH:25]=[CH:24][CH:23]=1. The catalyst is N1C=CC=CC=1. The product is [C:22]1([S:28]([N:8]2[C:9]3[C:4](=[CH:3][C:2]([Br:1])=[CH:11][CH:10]=3)[CH2:5][CH:6]([NH:12][S:13]([C:16]3[CH:17]=[CH:18][CH:19]=[CH:20][CH:21]=3)(=[O:14])=[O:15])[CH2:7]2)(=[O:30])=[O:29])[CH:27]=[CH:26][CH:25]=[CH:24][CH:23]=1. The yield is 0.930.